The task is: Predict the reaction yield, written as a fraction of the theoretical maximum amount of product (1.0 means a 100% yield; for example, 0.34 means a 34% yield).. This data is from Reaction yield outcomes from USPTO patents with 853,638 reactions. The reactants are [CH:1]1([Ru:6][CH:7]2[CH:11]=[CH:10][CH:9]=[CH:8]2)[CH:5]=[CH:4][CH:3]=[CH:2]1.[CH3:12][N:13]([CH2:15]N(C)C)[CH3:14]. The catalyst is C(O)(=O)C.P(=O)(O)(O)O. The product is [CH3:12][N:13]([CH2:15][C-:7]1[CH:8]=[CH:9][CH:10]=[CH:11]1)[CH3:14].[CH-:1]1[CH:5]=[CH:4][CH:3]=[CH:2]1.[Ru+2:6]. The yield is 0.800.